This data is from Catalyst prediction with 721,799 reactions and 888 catalyst types from USPTO. The task is: Predict which catalyst facilitates the given reaction. (1) Reactant: C(OC([N:8]1[CH2:12][CH2:11][C@H:10]([OH:13])[C@H:9]1[CH2:14][N:15]1[C:23]2[CH:22]=[CH:21][C:20]([C:24]#[N:25])=[CH:19][C:18]=2[C:17]2[CH2:26][C@H:27]([NH:29][C:30]([O:32][CH:33]([CH3:35])[CH3:34])=[O:31])[CH2:28][C:16]1=2)=O)(C)(C)C.Cl. Product: [CH:33]([O:32][C:30](=[O:31])[NH:29][C@@H:27]1[CH2:28][C:16]2[N:15]([CH2:14][C@@H:9]3[C@@H:10]([OH:13])[CH2:11][CH2:12][NH:8]3)[C:23]3[CH:22]=[CH:21][C:20]([C:24]#[N:25])=[CH:19][C:18]=3[C:17]=2[CH2:26]1)([CH3:35])[CH3:34]. The catalyst class is: 71. (2) Reactant: CC(OC(/N=N/C(OC(C)C)=O)=O)C.[I:15][C:16]1[C:24]2[C:19](=[N:20][CH:21]=[N:22][C:23]=2[NH2:25])[NH:18][N:17]=1.[CH:43]1[CH:42]=CC(P([C:39]2[CH:44]=[CH:43][CH:42]=CC=2)[C:43]2[CH:42]=CC=[CH:39][CH:44]=2)=[CH:39][CH:44]=1.C1(O)CCC1. Product: [CH:42]1([N:18]2[C:19]3=[N:20][CH:21]=[N:22][C:23]([NH2:25])=[C:24]3[C:16]([I:15])=[N:17]2)[CH2:43][CH2:44][CH2:39]1. The catalyst class is: 1. (3) Reactant: C(=O)([O-])[O-].[K+].[K+].[CH:7]1([C:10](=[O:16])[CH2:11][C:12]([O:14][CH3:15])=[O:13])[CH2:9][CH2:8]1.[F:17][C:18]([F:31])([F:30])[O:19][C:20]1[CH:29]=[CH:28][CH:27]=[CH:26][C:21]=1/[C:22](=[N:24]/O)/Cl. Product: [CH:7]1([C:10]2[O:16][N:24]=[C:22]([C:21]3[CH:26]=[CH:27][CH:28]=[CH:29][C:20]=3[O:19][C:18]([F:17])([F:30])[F:31])[C:11]=2[C:12]([O:14][CH3:15])=[O:13])[CH2:9][CH2:8]1. The catalyst class is: 20. (4) Reactant: [C:1]1([C:7]2[O:8][C:9]3[C:10](=[C:12]([C:16]([OH:18])=O)[CH:13]=[CH:14][CH:15]=3)[N:11]=2)[CH:6]=[CH:5][CH:4]=[CH:3][CH:2]=1.CN(C=O)C.C(Cl)(=O)C(Cl)=O.C(=O)(O)[O-].[Na+].[CH3:35][C:36]1[N:37]([CH2:41][CH2:42][CH2:43][NH2:44])[CH:38]=[CH:39][N:40]=1. Product: [CH3:35][C:36]1[N:37]([CH2:41][CH2:42][CH2:43][NH:44][C:16]([C:12]2[CH:13]=[CH:14][CH:15]=[C:9]3[O:8][C:7]([C:1]4[CH:2]=[CH:3][CH:4]=[CH:5][CH:6]=4)=[N:11][C:10]=23)=[O:18])[CH:38]=[CH:39][N:40]=1. The catalyst class is: 2. (5) Reactant: Br[C:2]1[CH:42]=[CH:41][CH:40]=[CH:39][C:3]=1[CH2:4][N:5]([CH2:28][C:29]([C:31]1[C:36]([Cl:37])=[CH:35][N:34]=[CH:33][C:32]=1[Cl:38])=[O:30])[C:6]([C:8]1[CH:9]=[N:10][N:11]([C@H:17]2[CH2:22][CH2:21][C@H:20]([C:23]([O:25][CH2:26][CH3:27])=[O:24])[CH2:19][CH2:18]2)[C:12]=1[C:13]([F:16])([F:15])[F:14])=[O:7].C[C:44]([N:46](C)C)=O. Product: [C:44]([C:2]1[CH:42]=[CH:41][CH:40]=[CH:39][C:3]=1[CH2:4][N:5]([CH2:28][C:29]([C:31]1[C:36]([Cl:37])=[CH:35][N:34]=[CH:33][C:32]=1[Cl:38])=[O:30])[C:6]([C:8]1[CH:9]=[N:10][N:11]([C@H:17]2[CH2:22][CH2:21][C@H:20]([C:23]([O:25][CH2:26][CH3:27])=[O:24])[CH2:19][CH2:18]2)[C:12]=1[C:13]([F:16])([F:15])[F:14])=[O:7])#[N:46]. The catalyst class is: 380. (6) Reactant: [C:1]([O:5][C:6]([N:8]1[CH2:13][CH2:12][C@@H:11]([O:14][CH3:15])[C@H:10]([N:16]=[N+]=[N-])[CH2:9]1)=[O:7])([CH3:4])([CH3:3])[CH3:2]. Product: [C:1]([O:5][C:6]([N:8]1[CH2:13][CH2:12][C@@H:11]([O:14][CH3:15])[C@H:10]([NH2:16])[CH2:9]1)=[O:7])([CH3:4])([CH3:3])[CH3:2]. The catalyst class is: 45.